Dataset: Reaction yield outcomes from USPTO patents with 853,638 reactions. Task: Predict the reaction yield, written as a fraction of the theoretical maximum amount of product (1.0 means a 100% yield; for example, 0.34 means a 34% yield). The reactants are [NH2:1][C:2]1[C:3]2[C:8]([N:9]=[C:10]3[C:15]=1[CH:14]=[CH:13][CH:12]=[CH:11]3)=[CH:7][CH:6]=[CH:5][CH:4]=2.CCN(CC)CC.[C:23]1([CH3:35])[CH:28]=[C:27]([CH3:29])[CH:26]=[C:25]([CH3:30])[C:24]=1[S:31](Cl)(=[O:33])=[O:32]. The catalyst is C(Cl)(Cl)Cl. The product is [CH:4]1[C:3]2[C:8](=[N:9][C:10]3[C:15]([C:2]=2[NH:1][S:31]([C:24]2[C:25]([CH3:30])=[CH:26][C:27]([CH3:29])=[CH:28][C:23]=2[CH3:35])(=[O:33])=[O:32])=[CH:14][CH:13]=[CH:12][CH:11]=3)[CH:7]=[CH:6][CH:5]=1. The yield is 0.0600.